This data is from Full USPTO retrosynthesis dataset with 1.9M reactions from patents (1976-2016). The task is: Predict the reactants needed to synthesize the given product. (1) Given the product [CH3:22][C:20]1[CH:19]=[CH:18][C:17]([S:23][C:24]2[CH:25]=[CH:26][C:27]([NH:30][C:31](=[O:33])[CH3:32])=[CH:28][CH:29]=2)=[C:16]([NH:15][C:2]2[C:3]3[C:8](=[N:7][C:6]([CH2:12][CH2:13][CH3:14])=[CH:5][CH:4]=3)[N:9]=[CH:10][CH:11]=2)[CH:21]=1, predict the reactants needed to synthesize it. The reactants are: Cl[C:2]1[CH:11]=[CH:10][N:9]=[C:8]2[C:3]=1[CH:4]=[CH:5][C:6]([CH2:12][CH2:13][CH3:14])=[N:7]2.[NH2:15][C:16]1[CH:21]=[C:20]([CH3:22])[CH:19]=[CH:18][C:17]=1[S:23][C:24]1[CH:29]=[CH:28][C:27]([NH:30][C:31](=[O:33])[CH3:32])=[CH:26][CH:25]=1. (2) Given the product [OH:1][C:2]1[CH:3]=[C:4]([CH:7]=[CH:8][CH:9]=1)[CH:5]=[N:15][OH:16], predict the reactants needed to synthesize it. The reactants are: [OH:1][C:2]1[CH:3]=[C:4]([CH:7]=[CH:8][CH:9]=1)[CH:5]=O.CC(O)C.Cl.[NH2:15][OH:16]. (3) Given the product [C:35]([O:34][C:32](=[O:33])[NH:31][CH:28]1[CH2:27][CH2:26][N:25]([C:7]2[CH:8]=[N:9][C:10]([O:11][C:12]3[CH:13]=[CH:14][C:15]([O:18][C:19]4[CH:24]=[CH:23][CH:22]=[CH:21][CH:20]=4)=[CH:16][CH:17]=3)=[C:5]([C:3](=[O:2])[NH2:39])[CH:6]=2)[CH2:30][CH2:29]1)([CH3:36])([CH3:37])[CH3:38], predict the reactants needed to synthesize it. The reactants are: C[O:2][C:3]([C:5]1[CH:6]=[C:7]([N:25]2[CH2:30][CH2:29][CH:28]([NH:31][C:32]([O:34][C:35]([CH3:38])([CH3:37])[CH3:36])=[O:33])[CH2:27][CH2:26]2)[CH:8]=[N:9][C:10]=1[O:11][C:12]1[CH:17]=[CH:16][C:15]([O:18][C:19]2[CH:24]=[CH:23][CH:22]=[CH:21][CH:20]=2)=[CH:14][CH:13]=1)=O.[NH3:39]. (4) Given the product [NH:22]([C:43]([O:45][C:46]([CH3:49])([CH3:48])[CH3:47])=[O:44])[C@H:23]([C:33]([NH:1][C@@H:2]([C:12]([OH:14])=[O:13])[CH2:3][S:4][CH2:5][C:6]1[CH:7]=[CH:8][CH:9]=[CH:10][CH:11]=1)=[O:34])[CH2:24][CH2:25][C:26](=[O:32])[O:27][C:28]([CH3:31])([CH3:29])[CH3:30], predict the reactants needed to synthesize it. The reactants are: [NH2:1][C@@H:2]([C:12]([OH:14])=[O:13])[CH2:3][S:4][CH2:5][C:6]1[CH:11]=[CH:10][CH:9]=[CH:8][CH:7]=1.O.N1C=CC=CC=1.[NH:22]([C:43]([O:45][C:46]([CH3:49])([CH3:48])[CH3:47])=[O:44])[C@H:23]([C:33](ON1C(=O)CCC1=O)=[O:34])[CH2:24][CH2:25][C:26](=[O:32])[O:27][C:28]([CH3:31])([CH3:30])[CH3:29]. (5) Given the product [ClH:59].[F:23][C:21]1[CH:22]=[C:17]([CH:18]=[C:19]([F:24])[CH:20]=1)[CH2:16][C:13]1[CH:14]=[C:15]2[C:10](=[CH:11][CH:12]=1)[NH:9][N:8]=[C:7]2[NH:6][C:4](=[O:5])[C:3]1[CH:44]=[CH:45][C:46]([N:48]2[CH2:53][CH2:52][N:51]([CH3:54])[CH2:50][CH2:49]2)=[CH:47][C:2]=1[NH:1][S:56]([CH3:55])(=[O:58])=[O:57], predict the reactants needed to synthesize it. The reactants are: [NH2:1][C:2]1[CH:47]=[C:46]([N:48]2[CH2:53][CH2:52][N:51]([CH3:54])[CH2:50][CH2:49]2)[CH:45]=[CH:44][C:3]=1[C:4]([NH:6][C:7]1[C:15]2[C:10](=[CH:11][CH:12]=[C:13]([CH2:16][C:17]3[CH:22]=[C:21]([F:23])[CH:20]=[C:19]([F:24])[CH:18]=3)[CH:14]=2)[N:9](C(C2C=CC=CC=2)(C2C=CC=CC=2)C2C=CC=CC=2)[N:8]=1)=[O:5].[CH3:55][S:56]([Cl:59])(=[O:58])=[O:57].Cl. (6) The reactants are: [Cl:1][C:2]1[CH:27]=[C:26]([Cl:28])[CH:25]=[CH:24][C:3]=1[O:4][C:5]1[CH:10]=[CH:9][CH:8]=[CH:7][C:6]=1[NH:11][S:12]([C:15]1[CH:23]=[CH:22][C:18]([C:19]([OH:21])=O)=[CH:17][CH:16]=1)(=[O:14])=[O:13].[N:29]1[CH:34]=[CH:33][C:32]([CH2:35][N:36]2[CH2:41][CH2:40][NH:39][CH2:38][CH2:37]2)=[CH:31][CH:30]=1. Given the product [Cl:1][C:2]1[CH:27]=[C:26]([Cl:28])[CH:25]=[CH:24][C:3]=1[O:4][C:5]1[CH:10]=[CH:9][CH:8]=[CH:7][C:6]=1[NH:11][S:12]([C:15]1[CH:23]=[CH:22][C:18]([C:19]([N:39]2[CH2:40][CH2:41][N:36]([CH2:35][C:32]3[CH:31]=[CH:30][N:29]=[CH:34][CH:33]=3)[CH2:37][CH2:38]2)=[O:21])=[CH:17][CH:16]=1)(=[O:13])=[O:14], predict the reactants needed to synthesize it.